The task is: Predict the product of the given reaction.. This data is from Forward reaction prediction with 1.9M reactions from USPTO patents (1976-2016). (1) Given the reactants Cl[C:2]1[CH:11]=[CH:10][N:9]=[C:8]2[C:3]=1[C:4]1[CH:16]=[CH:15][CH:14]=[CH:13][C:5]=1[C:6](=[O:12])[NH:7]2.[CH3:17][O:18][C:19]1[CH:25]=[CH:24][C:23]([O:26][CH3:27])=[CH:22][C:20]=1[NH2:21], predict the reaction product. The product is: [CH3:17][O:18][C:19]1[CH:25]=[CH:24][C:23]([O:26][CH3:27])=[CH:22][C:20]=1[NH:21][C:2]1[CH:11]=[CH:10][N:9]=[C:8]2[C:3]=1[C:4]1[CH:16]=[CH:15][CH:14]=[CH:13][C:5]=1[C:6](=[O:12])[NH:7]2. (2) Given the reactants CC([N:5]([CH:9]1[CH2:14][CH2:13][N:12]([CH:15]2[CH2:20][CH2:19][CH:18]([O:21][CH3:22])[CH2:17][CH2:16]2)[CH2:11][CH2:10]1)C(=O)[O-])(C)C.[ClH:23], predict the reaction product. The product is: [ClH:23].[ClH:23].[CH3:22][O:21][C@H:18]1[CH2:17][CH2:16][C@H:15]([N:12]2[CH2:13][CH2:14][CH:9]([NH2:5])[CH2:10][CH2:11]2)[CH2:20][CH2:19]1. (3) Given the reactants [OH:1][N:2]=[C:3]([C:5]1[S:9][C:8]([N:10]2[CH2:14][CH2:13][CH:12]([O:15][C:16]3[CH:21]=[CH:20][CH:19]=[CH:18][C:17]=3[C:22]([F:25])([F:24])[F:23])[CH2:11]2)=[N:7][CH:6]=1)[NH2:4].[C:26](OC(=O)C)(=O)[CH3:27].Cl, predict the reaction product. The product is: [CH3:26][C:27]1[O:1][N:2]=[C:3]([C:5]2[S:9][C:8]([N:10]3[CH2:14][CH2:13][CH:12]([O:15][C:16]4[CH:21]=[CH:20][CH:19]=[CH:18][C:17]=4[C:22]([F:25])([F:24])[F:23])[CH2:11]3)=[N:7][CH:6]=2)[N:4]=1. (4) Given the reactants [NH2:1][S:2]([C:5]1[C:6]([C:11]([O:13][CH3:14])=[O:12])=[CH:7][S:8][C:9]=1[CH3:10])(=[O:4])=[O:3].C(N=[C:21]=[O:22])CCCC.C(Cl)(Cl)=O, predict the reaction product. The product is: [N:1]([S:2]([C:5]1[C:6]([C:11]([O:13][CH3:14])=[O:12])=[CH:7][S:8][C:9]=1[CH3:10])(=[O:4])=[O:3])=[C:21]=[O:22]. (5) Given the reactants [H-].[H-].[H-].[H-].[Li+].[Al+3].[NH2:7][CH2:8][C:9]1[C:10]([CH3:31])=[CH:11][C:12]([N:16]([C:24](OC(C)(C)C)=O)[C:17](=O)OC(C)(C)C)=[N:13][C:14]=1[CH3:15], predict the reaction product. The product is: [NH2:7][CH2:8][C:9]1[C:10]([CH3:31])=[CH:11][C:12]([N:16]([CH3:17])[CH3:24])=[N:13][C:14]=1[CH3:15]. (6) Given the reactants [N+:1]([C:4]1[CH:21]=[CH:20][C:7]([O:8][C@@H:9]2[CH2:14][CH2:13][C@H:12]([C:15]([O:17][CH2:18][CH3:19])=[O:16])[CH2:11][CH2:10]2)=[CH:6][CH:5]=1)([O-])=O, predict the reaction product. The product is: [NH2:1][C:4]1[CH:5]=[CH:6][C:7]([O:8][C@@H:9]2[CH2:14][CH2:13][C@H:12]([C:15]([O:17][CH2:18][CH3:19])=[O:16])[CH2:11][CH2:10]2)=[CH:20][CH:21]=1. (7) Given the reactants [F:1][C:2]([F:26])([F:25])[C:3]1[N:8]2[N:9]=[CH:10][C:11]([C:12](O)=[O:13])=[C:7]2[N:6]=[C:5]([C:15]2[CH:20]=[CH:19][C:18]([C:21]([F:24])([F:23])[F:22])=[CH:17][CH:16]=2)[CH:4]=1.[F:27][C:28]([F:40])([F:39])[S:29]([C:32]1[CH:33]=[C:34]([NH2:38])[CH:35]=[CH:36][CH:37]=1)(=[O:31])=[O:30], predict the reaction product. The product is: [F:40][C:28]([F:39])([F:27])[S:29]([C:32]1[CH:33]=[C:34]([NH:38][C:12]([C:11]2[CH:10]=[N:9][N:8]3[C:3]([C:2]([F:26])([F:25])[F:1])=[CH:4][C:5]([C:15]4[CH:20]=[CH:19][C:18]([C:21]([F:24])([F:22])[F:23])=[CH:17][CH:16]=4)=[N:6][C:7]=23)=[O:13])[CH:35]=[CH:36][CH:37]=1)(=[O:30])=[O:31]. (8) Given the reactants [CH3:1][N:2]1[C:10]([CH:11]=[C:12]2[CH2:17][CH2:16][N:15]([C:18]([O:20][C:21]([CH3:24])([CH3:23])[CH3:22])=[O:19])[CH2:14][CH2:13]2)=[N:9][C:8]2[C:3]1=[N:4][C:5]([N:31]1[C:35]3[CH:36]=[CH:37][CH:38]=[CH:39][C:34]=3[N:33]=[C:32]1[CH3:40])=[N:6][C:7]=2[N:25]1[CH2:30][CH2:29][O:28][CH2:27][CH2:26]1, predict the reaction product. The product is: [CH3:1][N:2]1[C:10]([CH2:11][CH:12]2[CH2:17][CH2:16][N:15]([C:18]([O:20][C:21]([CH3:24])([CH3:23])[CH3:22])=[O:19])[CH2:14][CH2:13]2)=[N:9][C:8]2[C:3]1=[N:4][C:5]([N:31]1[C:35]3[CH:36]=[CH:37][CH:38]=[CH:39][C:34]=3[N:33]=[C:32]1[CH3:40])=[N:6][C:7]=2[N:25]1[CH2:26][CH2:27][O:28][CH2:29][CH2:30]1. (9) Given the reactants [NH2:1][CH2:2][C:3]1[CH:19]=[CH:18][C:6]([O:7][C:8]2[CH:17]=[CH:16][C:11]3[B:12]([OH:15])[O:13][CH2:14][C:10]=3[CH:9]=2)=[CH:5][CH:4]=1.[CH3:20][C:21]1[CH:26]=[CH:25][C:24]([S:27](Cl)(=[O:29])=[O:28])=[CH:23][CH:22]=1.CCN(CC)CC, predict the reaction product. The product is: [OH:15][B:12]1[C:11]2[CH:16]=[CH:17][C:8]([O:7][C:6]3[CH:18]=[CH:19][C:3]([CH2:2][NH:1][S:27]([C:24]4[CH:25]=[CH:26][C:21]([CH3:20])=[CH:22][CH:23]=4)(=[O:29])=[O:28])=[CH:4][CH:5]=3)=[CH:9][C:10]=2[CH2:14][O:13]1. (10) The product is: [S:28]1[C:24]2[CH:23]=[C:22]([CH2:21][NH:1][C:2]3[C:12]4[CH2:11][CH2:10][N:9]([C:13](=[O:18])[C:14]([F:17])([F:15])[F:16])[CH2:8][CH2:7][C:6]=4[CH:5]=[CH:4][C:3]=3[Cl:19])[CH:30]=[CH:29][C:25]=2[N:26]=[CH:27]1. Given the reactants [NH2:1][C:2]1[C:12]2[CH2:11][CH2:10][N:9]([C:13](=[O:18])[C:14]([F:17])([F:16])[F:15])[CH2:8][CH2:7][C:6]=2[CH:5]=[CH:4][C:3]=1[Cl:19].Br[CH2:21][C:22]1[CH:30]=[CH:29][C:25]2[N:26]=[CH:27][S:28][C:24]=2[CH:23]=1.C(=O)([O-])[O-].[K+].[K+], predict the reaction product.